From a dataset of Full USPTO retrosynthesis dataset with 1.9M reactions from patents (1976-2016). Predict the reactants needed to synthesize the given product. (1) The reactants are: O[CH2:2][C@H:3]([NH:10][C:11]([C:13]1[CH:17]=[C:16]([CH3:18])[N:15]([CH2:19][C:20]2[CH:25]=[CH:24][C:23]([CH3:26])=[CH:22][CH:21]=2)[N:14]=1)=[O:12])[C:4]1[CH:9]=[CH:8][CH:7]=[CH:6][CH:5]=1.[OH-].C(NS([N+](CC)(CC)CC)(=O)=O)(OC)=O. Given the product [CH3:18][C:16]1[N:15]([CH2:19][C:20]2[CH:21]=[CH:22][C:23]([CH3:26])=[CH:24][CH:25]=2)[N:14]=[C:13]([C:11]2[O:12][CH2:2][CH:3]([C:4]3[CH:9]=[CH:8][CH:7]=[CH:6][CH:5]=3)[N:10]=2)[CH:17]=1, predict the reactants needed to synthesize it. (2) Given the product [CH3:21][C:18]1[O:17][C:16]([N:13]2[CH2:14][CH2:15][N:10]([CH:8]([C:5]3[CH:6]=[CH:7][C:2]([B:30]4[O:34][C:33]([CH3:36])([CH3:35])[C:32]([CH3:38])([CH3:37])[O:31]4)=[CH:3][CH:4]=3)[CH3:9])[CH2:11][CH2:12]2)=[N:20][N:19]=1, predict the reactants needed to synthesize it. The reactants are: Br[C:2]1[CH:7]=[CH:6][C:5]([CH:8]([N:10]2[CH2:15][CH2:14][N:13]([C:16]3[O:17][C:18]([CH3:21])=[N:19][N:20]=3)[CH2:12][CH2:11]2)[CH3:9])=[CH:4][CH:3]=1.C(Cl)Cl.C([O-])(=O)C.[K+].[B:30]1([B:30]2[O:34][C:33]([CH3:36])([CH3:35])[C:32]([CH3:38])([CH3:37])[O:31]2)[O:34][C:33]([CH3:36])([CH3:35])[C:32]([CH3:38])([CH3:37])[O:31]1. (3) Given the product [Br:20][C:17]1[N:16]=[CH:15][C:14]([N:12]2[C:11]3[C@@H:10]4[CH2:21][C@@H:9]4[CH2:8][C:7]=3[C:6]([C:4]([OH:5])=[O:3])=[N:13]2)=[CH:19][CH:18]=1, predict the reactants needed to synthesize it. The reactants are: C([O:3][C:4]([C:6]1[C:7]2[CH2:8][C@H:9]3[CH2:21][C@H:10]3[C:11]=2[N:12]([C:14]2[CH:15]=[N:16][C:17]([Br:20])=[CH:18][CH:19]=2)[N:13]=1)=[O:5])C.[OH-].[Na+]. (4) Given the product [C:26]([OH:38])(=[O:37])[CH2:27][C:28]([CH2:33][C:34]([OH:36])=[O:35])([C:30]([OH:32])=[O:31])[OH:29].[OH:1][C:2]1[NH:3][C:4]2[C:9]([C:10]=1[C:11]1[CH:16]=[CH:15][C:14]([CH2:17][N:18]3[CH2:19][CH2:20][O:21][CH2:22][CH2:23]3)=[CH:13][N:12]=1)=[CH:8][C:7]([C:24]#[N:25])=[CH:6][CH:5]=2, predict the reactants needed to synthesize it. The reactants are: [OH:1][C:2]1[NH:3][C:4]2[C:9]([C:10]=1[C:11]1[CH:16]=[CH:15][C:14]([CH2:17][N:18]3[CH2:23][CH2:22][O:21][CH2:20][CH2:19]3)=[CH:13][N:12]=1)=[CH:8][C:7]([C:24]#[N:25])=[CH:6][CH:5]=2.[C:26]([OH:38])(=[O:37])[CH2:27][C:28]([CH2:33][C:34]([OH:36])=[O:35])([C:30]([OH:32])=[O:31])[OH:29].C. (5) Given the product [Cl:1][C:2]1[CH:3]=[C:4]2[C:9](=[CH:10][C:11]=1[C:12]([N:69]1[CH2:70][CH2:71][CH2:72][CH2:73][CH:68]1[CH2:67][CH2:66][N:65]([CH2:63][CH3:64])[CH2:74][CH3:75])=[O:14])[N:8]=[CH:7][N:6]=[C:5]2[NH:15][CH:16]([C:18]1[NH:22][C:21]2[CH:23]=[CH:24][C:25]([Cl:27])=[CH:26][C:20]=2[N:19]=1)[CH3:17], predict the reactants needed to synthesize it. The reactants are: [Cl:1][C:2]1[CH:3]=[C:4]2[C:9](=[CH:10][C:11]=1[C:12]([OH:14])=O)[N:8]=[CH:7][N:6]=[C:5]2[NH:15][CH:16]([C:18]1[NH:22][C:21]2[CH:23]=[CH:24][C:25]([Cl:27])=[CH:26][C:20]=2[N:19]=1)[CH3:17].FC1C(OC(N(C)C)=[N+](C)C)=C(F)C(F)=C(F)C=1F.F[P-](F)(F)(F)(F)F.C(N(C(C)C)CC)(C)C.[CH2:63]([N:65]([CH2:74][CH3:75])[CH2:66][CH2:67][CH:68]1[CH2:73][CH2:72][CH2:71][CH2:70][NH:69]1)[CH3:64]. (6) Given the product [CH2:1]([O:8][C@H:9]1[C@H:14]([O:15][CH2:16][C:17]2[CH:22]=[CH:21][CH:20]=[CH:19][CH:18]=2)[C@H:13]([O:23][CH2:24][C:25]2[CH:26]=[CH:27][CH:28]=[CH:29][CH:30]=2)[C@H:12]([CH3:31])[O:11][C@H:10]1[CH2:32][CH2:33][CH:34]=[O:35])[C:2]1[CH:7]=[CH:6][CH:5]=[CH:4][CH:3]=1, predict the reactants needed to synthesize it. The reactants are: [CH2:1]([O:8][C@H:9]1[C@H:14]([O:15][CH2:16][C:17]2[CH:22]=[CH:21][CH:20]=[CH:19][CH:18]=2)[C@H:13]([O:23][CH2:24][C:25]2[CH:30]=[CH:29][CH:28]=[CH:27][CH:26]=2)[C@H:12]([CH3:31])[O:11][C@H:10]1[CH2:32][CH2:33][CH2:34][OH:35])[C:2]1[CH:7]=[CH:6][CH:5]=[CH:4][CH:3]=1.CC(OI1(OC(C)=O)(OC(C)=O)OC(=O)C2C=CC=CC1=2)=O.